From a dataset of Catalyst prediction with 721,799 reactions and 888 catalyst types from USPTO. Predict which catalyst facilitates the given reaction. (1) Reactant: [CH3:1][N:2]1[CH:6]=[C:5]([CH:7]=O)[C:4]([CH3:9])=[N:3]1.[NH2:10][C:11]1[CH:16]=[N:15][C:14]([Br:17])=[CH:13][N:12]=1.[B-][N+](C)(C)C.C(O)(=O)C. Product: [Br:17][C:14]1[N:15]=[CH:16][C:11]([NH:10][CH2:7][C:5]2[C:4]([CH3:9])=[N:3][N:2]([CH3:1])[CH:6]=2)=[N:12][CH:13]=1. The catalyst class is: 13. (2) Reactant: [CH3:1][CH:2]1[CH2:7][CH2:6][N:5]([C:8]([C:10]2[CH:18]=[CH:17][C:16]3[N:15]([CH2:19][CH2:20][CH3:21])[C:14]4[CH2:22][CH2:23][N:24](C(OC(C)(C)C)=O)[CH2:25][C:13]=4[C:12]=3[CH:11]=2)=[O:9])[CH2:4][CH2:3]1.FC(F)(F)C(O)=O. Product: [CH3:1][CH:2]1[CH2:7][CH2:6][N:5]([C:8]([C:10]2[CH:18]=[CH:17][C:16]3[N:15]([CH2:19][CH2:20][CH3:21])[C:14]4[CH2:22][CH2:23][NH:24][CH2:25][C:13]=4[C:12]=3[CH:11]=2)=[O:9])[CH2:4][CH2:3]1. The catalyst class is: 4. (3) Reactant: [C:1](Cl)(=[O:10])[O:2][CH2:3][C:4]1[CH:9]=[CH:8][CH:7]=[CH:6][CH:5]=1.C1(C[N:19]2[CH2:24][CH2:23][N:22]([C:25]3[CH:26]=[C:27]([CH:33]=[CH:34][CH:35]=3)[C:28]([O:30][CH2:31][CH3:32])=[O:29])[CH2:21][CH2:20]2)C=CC=CC=1. Product: [C:4]1([CH2:3][O:2][C:1]([N:19]2[CH2:20][CH2:21][N:22]([C:25]3[CH:26]=[C:27]([CH:33]=[CH:34][CH:35]=3)[C:28]([O:30][CH2:31][CH3:32])=[O:29])[CH2:23][CH2:24]2)=[O:10])[CH:9]=[CH:8][CH:7]=[CH:6][CH:5]=1. The catalyst class is: 4. (4) Reactant: [C:1]([NH:4][NH:5][C:6](=[O:37])[C:7]1[CH:12]=[CH:11][C:10]([O:13][C:14]2[CH:19]=[C:18]([C:20]3[NH:21][C:22]([C:25]4[S:26][CH:27]=[CH:28][N:29]=4)=[CH:23][CH:24]=3)[CH:17]=[C:16]([O:30][C@@H:31]([CH3:35])[CH2:32][O:33][CH3:34])[CH:15]=2)=[C:9]([F:36])[CH:8]=1)(=O)[CH3:2].C(N(CC)CC)C. Product: [F:36][C:9]1[CH:8]=[C:7]([C:6]2[O:37][C:1]([CH3:2])=[N:4][N:5]=2)[CH:12]=[CH:11][C:10]=1[O:13][C:14]1[CH:19]=[C:18]([C:20]2[NH:21][C:22]([C:25]3[S:26][CH:27]=[CH:28][N:29]=3)=[CH:23][CH:24]=2)[CH:17]=[C:16]([O:30][C@@H:31]([CH3:35])[CH2:32][O:33][CH3:34])[CH:15]=1. The catalyst class is: 10.